This data is from Forward reaction prediction with 1.9M reactions from USPTO patents (1976-2016). The task is: Predict the product of the given reaction. (1) Given the reactants [CH3:1][O:2][C:3]([C:5]1[CH:10]=[C:9]([C:11]([OH:13])=O)[N:8]=[CH:7][N:6]=1)=[O:4].[CH3:14][O:15][C:16]1[CH:17]=[C:18]([CH:21]=[CH:22][CH:23]=1)[CH2:19][NH2:20].ON1C2N=CC=CC=2N=N1.CN1CCOCC1, predict the reaction product. The product is: [CH3:1][O:2][C:3]([C:5]1[CH:10]=[C:9]([C:11](=[O:13])[NH:20][CH2:19][C:18]2[CH:21]=[CH:22][CH:23]=[C:16]([O:15][CH3:14])[CH:17]=2)[N:8]=[CH:7][N:6]=1)=[O:4]. (2) Given the reactants S(Cl)(Cl)=O.[N:5]1[C:9]2[CH:10]=[CH:11][C:12]([C:14]([OH:16])=[O:15])=[CH:13][C:8]=2[NH:7][CH:6]=1.[CH3:17]O, predict the reaction product. The product is: [N:5]1[C:9]2[CH:10]=[CH:11][C:12]([C:14]([O:16][CH3:17])=[O:15])=[CH:13][C:8]=2[NH:7][CH:6]=1. (3) Given the reactants Br[C:2]1[CH:7]=[C:6]([Cl:8])[CH:5]=[CH:4][C:3]=1[CH2:9][N:10]1[CH2:15][CH2:14][N:13]([C:16]([O:18][C:19]([CH3:22])([CH3:21])[CH3:20])=[O:17])[CH2:12][CH2:11]1.[NH:23]1[CH2:26][CH2:25][CH2:24]1.C(O[Na])(C)(C)C.C1C=CC(P(C2C(C3C(P(C4C=CC=CC=4)C4C=CC=CC=4)=CC=C4C=3C=CC=C4)=C3C(C=CC=C3)=CC=2)C2C=CC=CC=2)=CC=1, predict the reaction product. The product is: [N:23]1([C:2]2[CH:7]=[C:6]([Cl:8])[CH:5]=[CH:4][C:3]=2[CH2:9][N:10]2[CH2:15][CH2:14][N:13]([C:16]([O:18][C:19]([CH3:22])([CH3:21])[CH3:20])=[O:17])[CH2:12][CH2:11]2)[CH2:26][CH2:25][CH2:24]1. (4) The product is: [Cl:27][C:28]1[CH:29]=[C:30]([CH:41]=[CH:42][CH:43]=1)[CH2:31][NH:32][C:33]1[CH:34]=[C:35]([CH:39]([C:10]2[C:4]3[C:5](=[N:6][CH:7]=[C:2]([F:1])[CH:3]=3)[N:8]([Si:12]([CH:19]([CH3:21])[CH3:20])([CH:16]([CH3:18])[CH3:17])[CH:13]([CH3:15])[CH3:14])[CH:9]=2)[OH:40])[N:36]([CH3:38])[N:37]=1. Given the reactants [F:1][C:2]1[CH:3]=[C:4]2[C:10](I)=[CH:9][N:8]([Si:12]([CH:19]([CH3:21])[CH3:20])([CH:16]([CH3:18])[CH3:17])[CH:13]([CH3:15])[CH3:14])[C:5]2=[N:6][CH:7]=1.C([Mg]Cl)(C)C.[Cl:27][C:28]1[CH:29]=[C:30]([CH:41]=[CH:42][CH:43]=1)[CH2:31][NH:32][C:33]1[CH:34]=[C:35]([CH:39]=[O:40])[N:36]([CH3:38])[N:37]=1, predict the reaction product. (5) Given the reactants OS(O)(=O)=O.[NH2:6][C:7]1[C:8]([N+:17]([O-:19])=[O:18])=[C:9]([CH:13]=[C:14]([Cl:16])[CH:15]=1)[C:10]([OH:12])=[O:11].[C:20]([O-])([O-])=O.[Na+].[Na+], predict the reaction product. The product is: [NH2:6][C:7]1[C:8]([N+:17]([O-:19])=[O:18])=[C:9]([CH:13]=[C:14]([Cl:16])[CH:15]=1)[C:10]([O:12][CH3:20])=[O:11]. (6) The product is: [C:1]([NH:4][C:5]1[CH:10]=[C:9]([C:17]([O:19][CH2:20][CH3:21])=[CH2:18])[N:8]=[C:7]([C:12]([O:14][CH3:15])=[O:13])[C:6]=1[Cl:16])(=[O:3])[CH3:2]. Given the reactants [C:1]([NH:4][C:5]1[CH:10]=[C:9](Cl)[N:8]=[C:7]([C:12]([O:14][CH3:15])=[O:13])[C:6]=1[Cl:16])(=[O:3])[CH3:2].[CH2:17]([O:19][CH:20]=[CH:21][Sn](CCCC)(CCCC)CCCC)[CH3:18].[F-].[Cs+].CCOCC, predict the reaction product.